From a dataset of Forward reaction prediction with 1.9M reactions from USPTO patents (1976-2016). Predict the product of the given reaction. (1) Given the reactants [C:1]1([CH:7]([C:14]2[CH:19]=[CH:18][CH:17]=[CH:16][CH:15]=2)[N:8]2[CH2:13][CH2:12][NH:11][CH2:10][CH2:9]2)[CH:6]=[CH:5][CH:4]=[CH:3][CH:2]=1.C(=O)([O-])[O-].[K+].[K+].Br[CH2:27][CH2:28][CH2:29][Cl:30], predict the reaction product. The product is: [C:14]1([CH:7]([C:1]2[CH:2]=[CH:3][CH:4]=[CH:5][CH:6]=2)[N:8]2[CH2:9][CH2:10][N:11]([CH2:27][CH2:28][CH2:29][Cl:30])[CH2:12][CH2:13]2)[CH:19]=[CH:18][CH:17]=[CH:16][CH:15]=1. (2) Given the reactants F[C:2]1[CH:11]=[C:10]2[C:5]([C:6](=[O:12])[NH:7][CH:8]=[N:9]2)=[CH:4][CH:3]=1.C(OC(=O)[NH:19][CH:20]1[CH2:25][CH2:24][NH:23][CH2:22][CH2:21]1)(C)(C)C, predict the reaction product. The product is: [NH2:19][CH:20]1[CH2:25][CH2:24][N:23]([C:2]2[CH:11]=[C:10]3[C:5]([C:6](=[O:12])[NH:7][CH:8]=[N:9]3)=[CH:4][CH:3]=2)[CH2:22][CH2:21]1. (3) Given the reactants [C:1]1([C:7]2[N:16]=[C:10]3[CH:11]=[C:12]([NH2:15])[CH:13]=[CH:14][N:9]3[N:8]=2)[CH:6]=[CH:5][CH:4]=[CH:3][CH:2]=1.[CH2:17]([O:19][C:20]([C:22]1[CH:23]=[N:24][N:25]([CH3:30])[C:26]=1[C:27](O)=[O:28])=[O:21])[CH3:18].CCCP(=O)=O.C(N(C(C)C)CC)(C)C, predict the reaction product. The product is: [CH3:30][N:25]1[C:26]([C:27](=[O:28])[NH:15][C:12]2[CH:13]=[CH:14][N:9]3[N:8]=[C:7]([C:1]4[CH:2]=[CH:3][CH:4]=[CH:5][CH:6]=4)[N:16]=[C:10]3[CH:11]=2)=[C:22]([C:20]([O:19][CH2:17][CH3:18])=[O:21])[CH:23]=[N:24]1. (4) Given the reactants [CH:1]1([N:4]2[C:13]3[C:8](=[CH:9][C:10]([F:15])=[C:11](F)[CH:12]=3)[C:7](=[O:16])[C:6]([C:17]([O:19]CC)=[O:18])=[CH:5]2)[CH2:3][CH2:2]1.Cl.[OH-:23].[Na+], predict the reaction product. The product is: [CH:1]1([N:4]2[C:13]3[C:8](=[CH:9][C:10]([F:15])=[C:11]([OH:23])[CH:12]=3)[C:7](=[O:16])[C:6]([C:17]([OH:19])=[O:18])=[CH:5]2)[CH2:3][CH2:2]1.